The task is: Binary Classification. Given a drug SMILES string, predict its activity (active/inactive) in a high-throughput screening assay against a specified biological target.. This data is from M1 muscarinic receptor antagonist screen with 61,756 compounds. (1) The compound is O(c1c(N\C(CC)=C2/C(=O)NC(=O)NC2=O)ccc(OC)c1)C. The result is 0 (inactive). (2) The drug is S(=O)(=O)(Nc1sc(nn1)C)C. The result is 0 (inactive). (3) The compound is S(=O)(=O)(N(CC)CC)c1cc2c(n(cc(c2=O)C(=O)NCc2cccnc2)CC=C)cc1. The result is 0 (inactive). (4) The molecule is s1c(C(=O)NC(c2n(c3c(n2)cccc3)CC)C)ccc1. The result is 0 (inactive). (5) The molecule is S(=O)(=O)(N(c1cc2OCOc2cc1)CC(=O)Nc1c(C(=O)NCCOC)cccc1)C. The result is 0 (inactive).